Task: Predict the reactants needed to synthesize the given product.. Dataset: Full USPTO retrosynthesis dataset with 1.9M reactions from patents (1976-2016) (1) Given the product [Cl:1][C:2]1[C:3]2[C:10]([C:11]#[C:12][C:13]([CH3:16])([O:15][Si:28]([CH3:30])([CH3:29])[CH3:27])[CH3:14])=[CH:9][NH:8][C:4]=2[N:5]=[CH:6][N:7]=1, predict the reactants needed to synthesize it. The reactants are: [Cl:1][C:2]1[C:3]2[C:10]([C:11]#[C:12][C:13]([CH3:16])([OH:15])[CH3:14])=[CH:9][NH:8][C:4]=2[N:5]=[CH:6][N:7]=1.N1C=CN=C1.C(OCC)C.[CH3:27][Si:28](Cl)([CH3:30])[CH3:29]. (2) Given the product [C:1]([O:5][C:6](=[O:20])[NH:7][C:8]1[CH:13]=[C:12]([O:14][CH3:15])[C:11]([CH2:16][Br:28])=[C:10]([O:17][CH3:18])[C:9]=1[Br:19])([CH3:4])([CH3:2])[CH3:3], predict the reactants needed to synthesize it. The reactants are: [C:1]([O:5][C:6](=[O:20])[NH:7][C:8]1[CH:13]=[C:12]([O:14][CH3:15])[C:11]([CH3:16])=[C:10]([O:17][CH3:18])[C:9]=1[Br:19])([CH3:4])([CH3:3])[CH3:2].C1C(=O)N([Br:28])C(=O)C1.CC(N=NC(C#N)(C)C)(C#N)C. (3) Given the product [CH3:8][O:9][C:10](=[O:18])[C:11]1[CH:16]=[CH:15][C:14]([O:17][CH2:19][CH2:20][C:21]2[CH:26]=[CH:25][CH:24]=[CH:23][CH:22]=2)=[CH:13][CH:12]=1, predict the reactants needed to synthesize it. The reactants are: [H-].[Na+].C1COCC1.[CH3:8][O:9][C:10](=[O:18])[C:11]1[CH:16]=[CH:15][C:14]([OH:17])=[CH:13][CH:12]=1.[CH2:19](Br)[CH2:20][C:21]1[CH:26]=[CH:25][CH:24]=[CH:23][CH:22]=1. (4) Given the product [Br:1][C:2]1[C:10]2[C:5](=[CH:6][C:7]([N+:12]([O-:14])=[O:13])=[C:8]([CH3:11])[CH:9]=2)[N:4]([C:17]([C:18]2[CH:23]=[CH:22][CH:21]=[CH:20][CH:19]=2)([C:30]2[CH:31]=[CH:32][CH:33]=[CH:34][CH:35]=2)[C:24]2[CH:25]=[CH:26][CH:27]=[CH:28][CH:29]=2)[N:3]=1, predict the reactants needed to synthesize it. The reactants are: [Br:1][C:2]1[C:10]2[C:5](=[CH:6][C:7]([N+:12]([O-:14])=[O:13])=[C:8]([CH3:11])[CH:9]=2)[NH:4][N:3]=1.[H-].[Na+].[C:17](Cl)([C:30]1[CH:35]=[CH:34][CH:33]=[CH:32][CH:31]=1)([C:24]1[CH:29]=[CH:28][CH:27]=[CH:26][CH:25]=1)[C:18]1[CH:23]=[CH:22][CH:21]=[CH:20][CH:19]=1. (5) Given the product [F:16][C:10]1[CH:9]=[C:4]2[C:3]([CH2:17][O:7][C:5]2=[O:6])=[C:12]([N+:13]([O-:15])=[O:14])[CH:11]=1, predict the reactants needed to synthesize it. The reactants are: BrC[C:3]1([CH3:17])[C:12]([N+:13]([O-:15])=[O:14])=[CH:11][C:10]([F:16])=[CH:9][CH:4]1[C:5]([O:7]C)=[O:6]. (6) Given the product [CH3:16][NH:15][C:12]1[CH:11]=[CH:10][C:9]([C:6]2[CH:7]=[CH:8][C:3]([C:2]([F:1])([F:18])[F:19])=[CH:4][CH:5]=2)=[CH:14][CH:13]=1, predict the reactants needed to synthesize it. The reactants are: [F:1][C:2]([F:19])([F:18])[C:3]1[CH:8]=[CH:7][C:6]([C:9]2[CH:14]=[CH:13][C:12]([NH:15][CH:16]=O)=[CH:11][CH:10]=2)=[CH:5][CH:4]=1. (7) Given the product [Br:1][C:2]1[CH:7]=[CH:6][C:5]([C:8]2[C:16]3[C:15]([Cl:17])=[N:14][CH:13]=[N:12][C:11]=3[S:10][C:9]=2[I:35])=[C:4]([CH3:18])[C:3]=1[Cl:19], predict the reactants needed to synthesize it. The reactants are: [Br:1][C:2]1[CH:7]=[CH:6][C:5]([C:8]2[C:16]3[C:15]([Cl:17])=[N:14][CH:13]=[N:12][C:11]=3[S:10][CH:9]=2)=[C:4]([CH3:18])[C:3]=1[Cl:19].C(=O)=O.CC(C)=O.[Li+].CC([N-]C(C)C)C.[I:35]I. (8) Given the product [CH:9]1[C:21]2[CH:20]([CH2:22][O:23][C:24]([NH:7][C:6]3[CH:5]=[CH:4][C:3]([NH2:8])=[CH:2][CH:1]=3)=[O:25])[C:19]3[C:14](=[CH:15][CH:16]=[CH:17][CH:18]=3)[C:13]=2[CH:12]=[CH:11][CH:10]=1, predict the reactants needed to synthesize it. The reactants are: [CH:1]1[C:6]([NH2:7])=[CH:5][CH:4]=[C:3]([NH2:8])[CH:2]=1.[CH:9]1[C:21]2[CH:20]([CH2:22][O:23][C:24](ON3C(=O)CCC3=O)=[O:25])[C:19]3[C:14](=[CH:15][CH:16]=[CH:17][CH:18]=3)[C:13]=2[CH:12]=[CH:11][CH:10]=1.